Dataset: Forward reaction prediction with 1.9M reactions from USPTO patents (1976-2016). Task: Predict the product of the given reaction. (1) Given the reactants [CH3:1][N:2]1[CH2:7][CH:6]2[CH2:8][CH2:9][C:3]1([CH:10]=O)[CH2:4][CH2:5]2.[CH3:12][C:13]([S:16]([NH2:18])=[O:17])([CH3:15])[CH3:14], predict the reaction product. The product is: [CH3:12][C:13]([S:16](/[N:18]=[CH:10]/[C:3]12[CH2:9][CH2:8][CH:6]([CH2:5][CH2:4]1)[CH2:7][N:2]2[CH3:1])=[O:17])([CH3:15])[CH3:14]. (2) Given the reactants O=P(Cl)(Cl)[Cl:3].[CH2:6]([O:8][C:9](=[O:32])[C:10](=[CH:16][NH:17][C:18]1[N:19]([C:24]2[CH:29]=[CH:28][C:27]([O:30][CH3:31])=[CH:26][CH:25]=2)[N:20]=[C:21]([CH3:23])[CH:22]=1)[C:11](OCC)=O)[CH3:7], predict the reaction product. The product is: [CH2:6]([O:8][C:9]([C:10]1[C:11]([Cl:3])=[C:22]2[C:21]([CH3:23])=[N:20][N:19]([C:24]3[CH:25]=[CH:26][C:27]([O:30][CH3:31])=[CH:28][CH:29]=3)[C:18]2=[N:17][CH:16]=1)=[O:32])[CH3:7].